From a dataset of NCI-60 drug combinations with 297,098 pairs across 59 cell lines. Regression. Given two drug SMILES strings and cell line genomic features, predict the synergy score measuring deviation from expected non-interaction effect. (1) Drug 1: CC1C(C(CC(O1)OC2CC(CC3=C2C(=C4C(=C3O)C(=O)C5=C(C4=O)C(=CC=C5)OC)O)(C(=O)CO)O)N)O.Cl. Drug 2: CN(C(=O)NC(C=O)C(C(C(CO)O)O)O)N=O. Cell line: OVCAR-4. Synergy scores: CSS=-2.65, Synergy_ZIP=1.72, Synergy_Bliss=0.871, Synergy_Loewe=-3.16, Synergy_HSA=-3.15. (2) Drug 1: C1C(C(OC1N2C=C(C(=O)NC2=O)F)CO)O. Drug 2: C1CC(C1)(C(=O)O)C(=O)O.[NH2-].[NH2-].[Pt+2]. Cell line: IGROV1. Synergy scores: CSS=33.9, Synergy_ZIP=-4.09, Synergy_Bliss=-0.612, Synergy_Loewe=3.92, Synergy_HSA=4.77. (3) Drug 1: CC(C1=C(C=CC(=C1Cl)F)Cl)OC2=C(N=CC(=C2)C3=CN(N=C3)C4CCNCC4)N. Drug 2: CC(C)(C#N)C1=CC(=CC(=C1)CN2C=NC=N2)C(C)(C)C#N. Cell line: ACHN. Synergy scores: CSS=7.45, Synergy_ZIP=-1.70, Synergy_Bliss=0.334, Synergy_Loewe=-0.259, Synergy_HSA=-0.485. (4) Drug 1: CN1C2=C(C=C(C=C2)N(CCCl)CCCl)N=C1CCCC(=O)O.Cl. Drug 2: CC1=C(C=C(C=C1)C(=O)NC2=CC(=CC(=C2)C(F)(F)F)N3C=C(N=C3)C)NC4=NC=CC(=N4)C5=CN=CC=C5. Cell line: HOP-92. Synergy scores: CSS=-5.11, Synergy_ZIP=0.854, Synergy_Bliss=-3.15, Synergy_Loewe=-2.73, Synergy_HSA=-3.80. (5) Drug 1: C1CC(=O)NC(=O)C1N2CC3=C(C2=O)C=CC=C3N. Drug 2: CCCCCOC(=O)NC1=NC(=O)N(C=C1F)C2C(C(C(O2)C)O)O. Cell line: HT29. Synergy scores: CSS=9.83, Synergy_ZIP=6.66, Synergy_Bliss=9.12, Synergy_Loewe=7.65, Synergy_HSA=6.45.